Task: Predict the reactants needed to synthesize the given product.. Dataset: Full USPTO retrosynthesis dataset with 1.9M reactions from patents (1976-2016) Given the product [C:1]([N:9]1[C:14](=[O:15])[C:13]([C:29]2[C:24]([CH3:23])=[N:25][CH:26]=[CH:27][CH:28]=2)=[CH:12][N:11]([CH2:17][CH2:18][CH2:19][CH2:20][Cl:21])[C:10]1=[O:22])(=[O:8])[C:2]1[CH:7]=[CH:6][CH:5]=[CH:4][CH:3]=1, predict the reactants needed to synthesize it. The reactants are: [C:1]([N:9]1[C:14](=[O:15])[C:13](I)=[CH:12][N:11]([CH2:17][CH2:18][CH2:19][CH2:20][Cl:21])[C:10]1=[O:22])(=[O:8])[C:2]1[CH:7]=[CH:6][CH:5]=[CH:4][CH:3]=1.[CH3:23][C:24]1[C:29](B(O)O)=[CH:28][CH:27]=[CH:26][N:25]=1.C([O-])([O-])=O.[Na+].[Na+].C1(P(C2CCCCC2)C2C=CC=CC=2C2C=CC=CC=2)CCCCC1.